From a dataset of NCI-60 drug combinations with 297,098 pairs across 59 cell lines. Regression. Given two drug SMILES strings and cell line genomic features, predict the synergy score measuring deviation from expected non-interaction effect. (1) Drug 1: CCCS(=O)(=O)NC1=C(C(=C(C=C1)F)C(=O)C2=CNC3=C2C=C(C=N3)C4=CC=C(C=C4)Cl)F. Drug 2: CCC1=CC2CC(C3=C(CN(C2)C1)C4=CC=CC=C4N3)(C5=C(C=C6C(=C5)C78CCN9C7C(C=CC9)(C(C(C8N6C)(C(=O)OC)O)OC(=O)C)CC)OC)C(=O)OC.C(C(C(=O)O)O)(C(=O)O)O. Cell line: HL-60(TB). Synergy scores: CSS=66.5, Synergy_ZIP=40.3, Synergy_Bliss=33.8, Synergy_Loewe=16.2, Synergy_HSA=26.4. (2) Drug 1: CN(CC1=CN=C2C(=N1)C(=NC(=N2)N)N)C3=CC=C(C=C3)C(=O)NC(CCC(=O)O)C(=O)O. Drug 2: CCC1(CC2CC(C3=C(CCN(C2)C1)C4=CC=CC=C4N3)(C5=C(C=C6C(=C5)C78CCN9C7C(C=CC9)(C(C(C8N6C=O)(C(=O)OC)O)OC(=O)C)CC)OC)C(=O)OC)O.OS(=O)(=O)O. Cell line: UACC-257. Synergy scores: CSS=43.7, Synergy_ZIP=-7.19, Synergy_Bliss=-3.85, Synergy_Loewe=-11.3, Synergy_HSA=-4.14.